This data is from Catalyst prediction with 721,799 reactions and 888 catalyst types from USPTO. The task is: Predict which catalyst facilitates the given reaction. Reactant: [CH2:1]([O:5][C:6]1[N:14]=[C:13]2[C:9]([N:10]=[C:11]([O:22][CH3:23])[N:12]2[CH2:15][CH2:16][CH2:17][CH2:18][CH2:19][CH2:20]Cl)=[C:8]([NH2:24])[N:7]=1)[CH2:2][CH2:3][CH3:4].[CH3:25][N:26]1[CH2:31][CH2:30][NH:29][CH2:28][CH2:27]1.C(N(CC)C(C)C)(C)C.[I-].[Na+]. Product: [CH2:1]([O:5][C:6]1[N:14]=[C:13]2[C:9]([N:10]=[C:11]([O:22][CH3:23])[N:12]2[CH2:15][CH2:16][CH2:17][CH2:18][CH2:19][CH2:20][N:29]2[CH2:30][CH2:31][N:26]([CH3:25])[CH2:27][CH2:28]2)=[C:8]([NH2:24])[N:7]=1)[CH2:2][CH2:3][CH3:4]. The catalyst class is: 3.